This data is from Reaction yield outcomes from USPTO patents with 853,638 reactions. The task is: Predict the reaction yield, written as a fraction of the theoretical maximum amount of product (1.0 means a 100% yield; for example, 0.34 means a 34% yield). (1) The reactants are O1CCCC1.C(OC([N:13]([CH2:45][C:46]([O:48]C(C)(C)C)=[O:47])[C:14]1[CH:19]=[CH:18][CH:17]=[C:16]([CH:20]([CH2:31][C:32]2[CH:37]=[CH:36][C:35]([C:38]3([CH2:41][CH2:42][CH2:43][CH3:44])[CH2:40][CH2:39]3)=[CH:34][CH:33]=2)[NH:21][S:22]([C:25]2[CH:30]=[CH:29][N:28]=[CH:27][CH:26]=2)(=[O:24])=[O:23])[N:15]=1)=O)(C)(C)C.Cl. The catalyst is O. The product is [CH2:41]([C:38]1([C:35]2[CH:34]=[CH:33][C:32]([CH2:31][CH:20]([NH:21][S:22]([C:25]3[CH:30]=[CH:29][N:28]=[CH:27][CH:26]=3)(=[O:23])=[O:24])[C:16]3[N:15]=[C:14]([NH:13][CH2:45][C:46]([OH:48])=[O:47])[CH:19]=[CH:18][CH:17]=3)=[CH:37][CH:36]=2)[CH2:40][CH2:39]1)[CH2:42][CH2:43][CH3:44]. The yield is 0.830. (2) The reactants are [O:1]1[CH2:6][CH2:5][CH:4]([C:7]([OH:9])=[O:8])[CH2:3][CH2:2]1.[C:10](=O)([O-])[O-].[K+].[K+].S(OC)(OC)(=O)=O. The catalyst is CC(C)=O. The product is [O:1]1[CH2:6][CH2:5][CH:4]([C:7]([O:9][CH3:10])=[O:8])[CH2:3][CH2:2]1. The yield is 0.990. (3) The reactants are [CH:1]1([N:7]([CH:18]2[CH2:23][CH2:22][CH2:21][CH2:20][CH2:19]2)[C:8]([NH:10][C:11]2[S:12][C:13]([CH:16]=O)=[CH:14][N:15]=2)=[O:9])[CH2:6][CH2:5][CH2:4][CH2:3][CH2:2]1.Cl.[CH2:25]([O:32][C:33]([C@H:35]1[CH2:39][CH2:38][CH2:37][NH:36]1)=[O:34])[C:26]1[CH:31]=[CH:30][CH:29]=[CH:28][CH:27]=1.C(O[BH-](OC(=O)C)OC(=O)C)(=O)C.[Na+]. No catalyst specified. The product is [CH2:25]([O:32][C:33]([C@H:35]1[CH2:39][CH2:38][CH2:37][N:36]1[CH2:16][C:13]1[S:12][C:11]([NH:10][C:8]([N:7]([CH:1]2[CH2:6][CH2:5][CH2:4][CH2:3][CH2:2]2)[CH:18]2[CH2:19][CH2:20][CH2:21][CH2:22][CH2:23]2)=[O:9])=[N:15][CH:14]=1)=[O:34])[C:26]1[CH:27]=[CH:28][CH:29]=[CH:30][CH:31]=1. The yield is 0.780. (4) The reactants are C(N1C=CN=C1)(N1C=CN=C1)=O.[CH:13]1([C:19]2[C:20]3[CH:21]=[CH:22][C:23]([C:43](O)=[O:44])=[CH:24][C:25]=3[N:26]3[CH2:32][C:31]([C:33]([O:35][CH3:36])=[O:34])=[CH:30][C:29]4[CH:37]=[C:38]([O:41][CH3:42])[CH:39]=[CH:40][C:28]=4[C:27]=23)[CH2:18][CH2:17][CH2:16][CH2:15][CH2:14]1.[CH:46]1([S:49]([NH2:52])(=[O:51])=[O:50])[CH2:48][CH2:47]1.C1CCN2C(=NCCC2)CC1. The catalyst is C1COCC1.CCOC(C)=O. The product is [CH:13]1([C:19]2[C:20]3[CH:21]=[CH:22][C:23]([C:43](=[O:44])[NH:52][S:49]([CH:46]4[CH2:48][CH2:47]4)(=[O:51])=[O:50])=[CH:24][C:25]=3[N:26]3[CH2:32][C:31]([C:33]([O:35][CH3:36])=[O:34])=[CH:30][C:29]4[CH:37]=[C:38]([O:41][CH3:42])[CH:39]=[CH:40][C:28]=4[C:27]=23)[CH2:18][CH2:17][CH2:16][CH2:15][CH2:14]1. The yield is 0.890. (5) The reactants are [NH2:1][C:2]1[S:6][N:5]=[C:4]([CH3:7])[C:3]=1[C:8]#[N:9].[C:10](Cl)(=[O:15])[CH2:11][CH:12]([CH3:14])[CH3:13]. The catalyst is N1C=CC=CC=1.C(Cl)(Cl)Cl. The product is [C:8]([C:3]1[C:4]([CH3:7])=[N:5][S:6][C:2]=1[NH:1][C:10](=[O:15])[CH2:11][CH:12]([CH3:14])[CH3:13])#[N:9]. The yield is 0.790. (6) No catalyst specified. The product is [CH3:32][CH:10]([CH:3]1[C:4]2[C:9](=[CH:8][CH:7]=[CH:6][CH:5]=2)[N:1]([C:15]([O:17][C:18]([CH3:21])([CH3:20])[CH3:19])=[O:16])[CH2:2]1)[C:11]([OH:13])=[O:12]. The yield is 1.00. The reactants are [NH:1]1[C:9]2[C:4](=[CH:5][CH:6]=[CH:7][CH:8]=2)[CH:3]([CH2:10][C:11]([O:13]C)=[O:12])[CH2:2]1.[C:15](O[C:15]([O:17][C:18]([CH3:21])([CH3:20])[CH3:19])=[O:16])([O:17][C:18]([CH3:21])([CH3:20])[CH3:19])=[O:16].O.O1CCC[CH2:32]1. (7) The reactants are [NH2:1][C:2]1[CH:7]=[C:6]([F:8])[C:5]([CH3:9])=[CH:4][C:3]=1[NH:10][CH:11]1[CH2:16][CH2:15][N:14]([C@H:17]2[CH2:22][CH2:21][C@H:20]([O:23][CH3:24])[CH2:19][CH2:18]2)[CH2:13][CH2:12]1.C(N(C(C)C)CC)(C)C.[Cl:34][C:35](Cl)([O:37]C(=O)OC(Cl)(Cl)Cl)Cl.C([O-])(O)=O.[Na+]. The catalyst is ClCCl.O. The product is [ClH:34].[F:8][C:6]1[C:5]([CH3:9])=[CH:4][C:3]2[N:10]([CH:11]3[CH2:12][CH2:13][N:14]([C@H:17]4[CH2:22][CH2:21][C@H:20]([O:23][CH3:24])[CH2:19][CH2:18]4)[CH2:15][CH2:16]3)[C:35](=[O:37])[NH:1][C:2]=2[CH:7]=1. The yield is 0.620. (8) The reactants are [CH3:1][O:2][C:3]1[N:8]=[CH:7][C:6]2[CH2:9][C:10](=[O:12])[NH:11][C:5]=2[CH:4]=1.[Cl:13][C:14]1[C:15]([F:22])=[C:16]([CH:19]=[CH:20][CH:21]=1)[CH:17]=O.N1CCCCC1. The catalyst is CO. The product is [Cl:13][C:14]1[C:15]([F:22])=[C:16]([CH:19]=[CH:20][CH:21]=1)/[CH:17]=[C:9]1\[C:10](=[O:12])[NH:11][C:5]2[CH:4]=[C:3]([O:2][CH3:1])[N:8]=[CH:7][C:6]\1=2. The yield is 0.920. (9) The reactants are FC1C=CC=CC=1NC(=S)NC1C=CC(C2C=C3C(CN([C@@H](C(C)C)C(O)=O)C3=O)=CC=2)=CC=1.[F:35][C:36]1[CH:37]=[C:38]([NH:42][C:43](=[S:69])[NH:44][C:45]2[CH:50]=[CH:49][C:48]([C:51]3[CH:59]=[C:58]4[C:54]([CH2:55][N:56]([C@@H:61]([CH:66]([CH3:68])[CH3:67])[C:62]([O:64]C)=[O:63])[C:57]4=[O:60])=[CH:53][CH:52]=3)=[CH:47][CH:46]=2)[CH:39]=[CH:40][CH:41]=1. No catalyst specified. The product is [F:35][C:36]1[CH:37]=[C:38]([NH:42][C:43](=[S:69])[NH:44][C:45]2[CH:50]=[CH:49][C:48]([C:51]3[CH:59]=[C:58]4[C:54]([CH2:55][N:56]([C@@H:61]([CH:66]([CH3:67])[CH3:68])[C:62]([OH:64])=[O:63])[C:57]4=[O:60])=[CH:53][CH:52]=3)=[CH:47][CH:46]=2)[CH:39]=[CH:40][CH:41]=1. The yield is 0.930. (10) The reactants are Cl[C:2]1[N:7]=[C:6]2[CH2:8][O:9][C:10]3[CH:20]=[CH:19][CH:18]=[CH:17][C:11]=3/[C:12](=[C:13](\[CH3:16])/[C:14]#[N:15])/[C:5]2=[CH:4][CH:3]=1.Cl[C:22]1[N:27]=[C:26]2[CH2:28][O:29][C:30]3[CH:40]=[CH:39][CH:38]=[CH:37][C:31]=3/[C:32](=[C:33](/[CH3:36])\[C:34]#[N:35])/[C:25]2=[CH:24][CH:23]=1.Br[C:42]1C=CC2=[C:46]([CH:62]=1)[O:47][CH2:48]C1C=CC=CC=1/C/2=C1\C(CC#N)C\1.BrC1C=CC2=C(C=1)[O:69]CC1C=CC=CC=1/C/2=C1/C(CC#N)C/1. No catalyst specified. The product is [C:14](/[C:13](=[C:12]1/[C:11]2[CH:17]=[CH:18][CH:19]=[CH:20][C:10]=2[O:9][CH2:8][C:6]2[C:5]/1=[CH:4][CH:3]=[C:2]([C:30]([O:29][CH2:28][CH2:26][CH3:25])=[O:47])[N:7]=2)/[CH3:16])#[N:15].[C:34](/[C:33](=[C:32]1\[C:31]2[CH:37]=[CH:38][CH:39]=[CH:40][C:30]=2[O:29][CH2:28][C:26]2[C:25]\1=[CH:24][CH:23]=[C:22]([C:48]([O:47][CH2:46][CH2:62][CH3:42])=[O:69])[N:27]=2)/[CH3:36])#[N:35]. The yield is 0.350.